Dataset: Reaction yield outcomes from USPTO patents with 853,638 reactions. Task: Predict the reaction yield, written as a fraction of the theoretical maximum amount of product (1.0 means a 100% yield; for example, 0.34 means a 34% yield). (1) The reactants are [Br:1][C:2]1[CH:7]=[CH:6][C:5]([C:8]([CH3:19])([CH3:18])[CH2:9][C:10]([OH:17])([C:13]([F:16])([F:15])[F:14])[CH:11]=O)=[C:4]([O:20][CH3:21])[CH:3]=1.[NH2:22][C:23]1[CH:31]=[CH:30][CH:29]=[C:28]2[C:24]=1[CH2:25][C:26](=[O:32])[NH:27]2. The catalyst is C(O)(=O)C. The product is [Br:1][C:2]1[CH:7]=[CH:6][C:5]([C:8]([CH3:18])([CH3:19])[CH2:9][C:10]([OH:17])([C:13]([F:16])([F:15])[F:14])[CH:11]=[N:22][C:23]2[CH:31]=[CH:30][CH:29]=[C:28]3[C:24]=2[CH2:25][C:26](=[O:32])[NH:27]3)=[C:4]([O:20][CH3:21])[CH:3]=1. The yield is 0.581. (2) The reactants are Cl[C:2]1[CH:11]=[C:10]([Cl:12])[C:9]2[C:4](=[C:5]([CH3:15])[C:6]([O:13][CH3:14])=[CH:7][CH:8]=2)[N:3]=1.[CH2:16]([N:19]1[CH:23]=[C:22](B2OC(C)(C)C(C)(C)O2)[CH:21]=[N:20]1)[CH2:17][CH3:18].Cl[C:34]1C2C(=C(C)C(OC)=CC=2)N=C(C2C=NN(CC)C=2)C=1. No catalyst specified. The product is [Cl:12][C:10]1[C:9]2[C:4](=[C:5]([CH3:15])[C:6]([O:13][CH3:14])=[CH:7][CH:8]=2)[N:3]=[C:2]([C:22]2[CH:21]=[N:20][N:19]([CH2:16][CH:17]([CH3:18])[CH3:34])[CH:23]=2)[CH:11]=1. The yield is 0.750. (3) The reactants are [OH-].[Li+].C([N:6]([CH2:15][C@H:16]1[C@H:20]([OH:21])[CH2:19][C@@H:18]([Cl:22])[C@@H:17]1[CH2:23]/[CH:24]=[CH:25]\[CH2:26][CH2:27][CH2:28][C:29]([OH:31])=[O:30])[C:7]1[CH:12]=[C:11]([Cl:13])[CH:10]=[C:9]([Cl:14])[CH:8]=1)(=O)C. The catalyst is C1COCC1. The product is [Cl:22][C@H:18]1[C@H:17]([CH2:23]/[CH:24]=[CH:25]\[CH2:26][CH2:27][CH2:28][C:29]([OH:31])=[O:30])[C@@H:16]([CH2:15][NH:6][C:7]2[CH:8]=[C:9]([Cl:14])[CH:10]=[C:11]([Cl:13])[CH:12]=2)[C@H:20]([OH:21])[CH2:19]1. The yield is 0.550. (4) The reactants are C(=O)([O-])[O-].[K+].[K+].[OH:7][C@H:8]([CH2:27][O:28][CH2:29][C:30]#[CH:31])[CH2:9][O:10][C:11]1[CH:16]=[CH:15][C:14]([C:17]([C:20]2[CH:25]=[CH:24][C:23]([OH:26])=[CH:22][CH:21]=2)([CH3:19])[CH3:18])=[CH:13][CH:12]=1.CC1C=CC(S(O[CH2:43][C@H:44]2[O:46][CH2:45]2)(=O)=O)=CC=1. The catalyst is CN(C)C=O. The product is [O:46]1[CH2:45][C@H:44]1[CH2:43][O:26][C:23]1[CH:22]=[CH:21][C:20]([C:17]([C:14]2[CH:13]=[CH:12][C:11]([O:10][CH2:9][C@H:8]([OH:7])[CH2:27][O:28][CH2:29][C:30]#[CH:31])=[CH:16][CH:15]=2)([CH3:19])[CH3:18])=[CH:25][CH:24]=1. The yield is 0.830. (5) The reactants are Br[C:2]1[CH:7]=[CH:6][C:5]([N:8]2[C:13](=[O:14])[C:12]([CH2:15][C:16]3[CH:21]=[CH:20][C:19]([C:22]4[C:23]([C:28]#[N:29])=[CH:24][CH:25]=[CH:26][CH:27]=4)=[CH:18][CH:17]=3)=[C:11]([CH2:30][CH2:31][CH3:32])[N:10]=[C:9]2[CH2:33][CH3:34])=[CH:4][CH:3]=1.[O:35]1[C:39]2([CH2:44][CH2:43][NH:42][CH2:41][CH2:40]2)[O:38][CH2:37][CH2:36]1.CC(C)([O-])C.[Na+]. The catalyst is C1(C)C=CC=CC=1.C(OCC)(=O)C.C1C=CC(/C=C/C(/C=C/C2C=CC=CC=2)=O)=CC=1.C1C=CC(/C=C/C(/C=C/C2C=CC=CC=2)=O)=CC=1.C1C=CC(/C=C/C(/C=C/C2C=CC=CC=2)=O)=CC=1.[Pd].[Pd]. The product is [O:35]1[C:39]2([CH2:44][CH2:43][N:42]([C:2]3[CH:7]=[CH:6][C:5]([N:8]4[C:13](=[O:14])[C:12]([CH2:15][C:16]5[CH:21]=[CH:20][C:19]([C:22]6[C:23]([C:28]#[N:29])=[CH:24][CH:25]=[CH:26][CH:27]=6)=[CH:18][CH:17]=5)=[C:11]([CH2:30][CH2:31][CH3:32])[N:10]=[C:9]4[CH2:33][CH3:34])=[CH:4][CH:3]=3)[CH2:41][CH2:40]2)[O:38][CH2:37][CH2:36]1. The yield is 0.600. (6) The reactants are [CH3:1][N:2]([CH3:26])[C:3]1[CH:8]=[C:7]([CH2:9][N:10]([CH3:22])[CH2:11][CH2:12][C:13]2[CH:18]=[CH:17][C:16]([N+:19]([O-:21])=[O:20])=[CH:15][CH:14]=2)[C:6]([OH:23])=[C:5]([O:24][CH3:25])[CH:4]=1.C(N(C(C)C)CC)(C)C.[C:36](Cl)(=[O:38])[CH3:37]. The catalyst is ClCCl. The product is [C:36]([O:23][C:6]1[C:7]([CH2:9][N:10]([CH3:22])[CH2:11][CH2:12][C:13]2[CH:18]=[CH:17][C:16]([N+:19]([O-:21])=[O:20])=[CH:15][CH:14]=2)=[CH:8][C:3]([N:2]([CH3:1])[CH3:26])=[CH:4][C:5]=1[O:24][CH3:25])(=[O:38])[CH3:37]. The yield is 0.600. (7) The reactants are [CH2:1]([O:3][C:4]1[N:14]=[CH:13][C:12]([S:15]([N:18]2[CH2:23][CH2:22][N:21]([CH2:24][CH3:25])[CH2:20][CH2:19]2)(=[O:17])=[O:16])=[CH:11][C:5]=1[C:6]([O:8]CC)=[O:7])[CH3:2].[OH-].[Na+]. The catalyst is C1(C)C=CC=CC=1.O. The product is [CH2:1]([O:3][C:4]1[N:14]=[CH:13][C:12]([S:15]([N:18]2[CH2:23][CH2:22][N:21]([CH2:24][CH3:25])[CH2:20][CH2:19]2)(=[O:16])=[O:17])=[CH:11][C:5]=1[C:6]([OH:8])=[O:7])[CH3:2]. The yield is 0.430. (8) The reactants are [CH2:1]([C:5]1(O)[C:9]2[CH:10]=[C:11]([NH:16][C:17](=[O:23])[CH2:18][C:19]([CH3:22])([CH3:21])[CH3:20])[C:12]([CH3:15])=[C:13]([CH3:14])[C:8]=2[O:7][C:6]1([CH3:25])[CH3:24])[CH2:2][CH2:3][CH3:4]. The catalyst is C(OCC)(=O)C.CCCCCC. The product is [CH2:1]([CH:5]1[C:9]2[CH:10]=[C:11]([NH:16][C:17](=[O:23])[CH2:18][C:19]([CH3:22])([CH3:21])[CH3:20])[C:12]([CH3:15])=[C:13]([CH3:14])[C:8]=2[O:7][C:6]1([CH3:24])[CH3:25])[CH2:2][CH2:3][CH3:4]. The yield is 0.770. (9) The reactants are [CH2:1]([O:3][C:4]([C:6]1[CH:7]=[N:8][C:9]2[C:14]([C:15]=1Cl)=[CH:13][CH:12]=[CH:11][C:10]=2[N+:17]([O-])=O)=[O:5])[CH3:2].[Cl:20][C:21]1[CH:28]=[CH:27][C:24]([CH2:25][NH2:26])=[CH:23][CH:22]=1. No catalyst specified. The product is [CH2:1]([O:3][C:4]([C:6]1[CH:7]=[N:8][C:9]2[C:14]([C:15]=1[NH:26][CH2:25][C:24]1[CH:27]=[CH:28][C:21]([Cl:20])=[CH:22][CH:23]=1)=[CH:13][CH:12]=[CH:11][C:10]=2[NH2:17])=[O:5])[CH3:2]. The yield is 0.850.